From a dataset of Catalyst prediction with 721,799 reactions and 888 catalyst types from USPTO. Predict which catalyst facilitates the given reaction. Reactant: Cl.[CH2:2]([N:9]1[CH2:14][CH2:13][C:12]([C:16]2[CH:21]=[CH:20][C:19]([O:22][CH3:23])=[CH:18][CH:17]=2)(O)[CH2:11][CH2:10]1)[C:3]1[CH:8]=[CH:7][CH:6]=[CH:5][CH:4]=1.[OH-].[Na+]. Product: [CH2:2]([N:9]1[CH2:10][CH:11]=[C:12]([C:16]2[CH:17]=[CH:18][C:19]([O:22][CH3:23])=[CH:20][CH:21]=2)[CH2:13][CH2:14]1)[C:3]1[CH:4]=[CH:5][CH:6]=[CH:7][CH:8]=1. The catalyst class is: 12.